Regression/Classification. Given a drug SMILES string, predict its toxicity properties. Task type varies by dataset: regression for continuous values (e.g., LD50, hERG inhibition percentage) or binary classification for toxic/non-toxic outcomes (e.g., AMES mutagenicity, cardiotoxicity, hepatotoxicity). Dataset: herg_karim. From a dataset of hERG potassium channel inhibition data for cardiac toxicity prediction from Karim et al.. (1) The compound is CCOC(=N)c1ccc(-c2ccc3cc(CCN4CCC[C@H]4C)ccc3n2)s1. The result is 1 (blocker). (2) The drug is NC1COCC1Oc1ccc2ncc(F)c(CCC34CCC(NCc5ccc6c(n5)NC(=O)CO6)(CC3)CO4)c2n1. The result is 1 (blocker). (3) The drug is COC(=O)c1ccc(/C=C/CN(C)Cc2ccc3c(c2)OCCC3)cc1.Cl. The result is 1 (blocker). (4) The compound is CC(C)S(=O)(=O)N[C@H]1CN(c2ccccc2)C[C@@H]1c1ccc(-c2cccc(NS(C)(=O)=O)c2)cc1. The result is 1 (blocker). (5) The drug is O=C(NC1CCN(Cc2ccc3ncoc3c2)CC1)c1cc(=O)c2ccc(F)cc2o1. The result is 0 (non-blocker).